From a dataset of Peptide-MHC class II binding affinity with 134,281 pairs from IEDB. Regression. Given a peptide amino acid sequence and an MHC pseudo amino acid sequence, predict their binding affinity value. This is MHC class II binding data. The peptide sequence is MKRPSREKQDKKIFTE. The MHC is HLA-DQA10501-DQB10301 with pseudo-sequence HLA-DQA10501-DQB10301. The binding affinity (normalized) is 0.